Dataset: Retrosynthesis with 50K atom-mapped reactions and 10 reaction types from USPTO. Task: Predict the reactants needed to synthesize the given product. (1) Given the product Cn1ccc2ncnc(Nc3ccc(Oc4cnn5ccccc45)c(Cl)c3)c21, predict the reactants needed to synthesize it. The reactants are: Cn1ccc2ncnc(Cl)c21.Nc1ccc(Oc2cnn3ccccc23)c(Cl)c1. (2) Given the product O=C1CC(=O)C2C3C=CC(C3)C12, predict the reactants needed to synthesize it. The reactants are: C1=CCC=C1.O=C1C=CC(=O)C1. (3) Given the product CCNC(=O)CN(CCc1ccc(OCc2cccc(F)c2)c(OC)c1)CC1CC1, predict the reactants needed to synthesize it. The reactants are: CCN.COC(=O)CN(CCc1ccc(OCc2cccc(F)c2)c(OC)c1)CC1CC1. (4) Given the product C[C@H](N)c1nc2ccn(C)c2cc1N(C)C1CN(C(=O)OC(C)(C)C)C1, predict the reactants needed to synthesize it. The reactants are: CNC1CN(C(=O)OC(C)(C)C)C1.C[C@H](N)c1nc2ccn(C)c2cc1Br. (5) Given the product O=C1Nc2ccc(F)cc2Oc2sc3c(c21)CCCC3, predict the reactants needed to synthesize it. The reactants are: O=C(Nc1ccc(F)cc1O)c1c(Br)sc2c1CCCC2.